From a dataset of Reaction yield outcomes from USPTO patents with 853,638 reactions. Predict the reaction yield, written as a fraction of the theoretical maximum amount of product (1.0 means a 100% yield; for example, 0.34 means a 34% yield). (1) The reactants are [N+:1]([C:4]1[CH:5]=[C:6]2[C:11](=[CH:12][CH:13]=1)[N:10]=[CH:9][CH:8]=[CH:7]2)([O-:3])=[O:2].C1C=C(Cl)C=C(C(OO)=[O:22])C=1. The catalyst is C(Cl)(Cl)Cl. The yield is 0.930. The product is [N+:1]([C:4]1[CH:5]=[C:6]2[C:11](=[CH:12][CH:13]=1)[N+:10]([O-:22])=[CH:9][CH:8]=[CH:7]2)([O-:3])=[O:2]. (2) The reactants are [CH3:1][C:2]1[C:10]2[C:5](=[C:6]([C:11]([F:14])([F:13])[F:12])[CH:7]=[CH:8][CH:9]=2)[NH:4][C:3]=1[C:15](OCC)=[O:16].[H-].[H-].[H-].[H-].[Li+].[Al+3]. The catalyst is C1COCC1. The product is [CH3:1][C:2]1[C:10]2[C:5](=[C:6]([C:11]([F:14])([F:12])[F:13])[CH:7]=[CH:8][CH:9]=2)[NH:4][C:3]=1[CH2:15][OH:16]. The yield is 0.570.